This data is from Catalyst prediction with 721,799 reactions and 888 catalyst types from USPTO. The task is: Predict which catalyst facilitates the given reaction. (1) The catalyst class is: 3. Product: [C:1]1([S:7]([C:10]2[CH:11]=[C:12]3[C:17](=[CH:18][CH:19]=2)[C:16]([CH2:20][NH:21][C:28]([NH2:29])=[NH:23])=[CH:15][CH:14]=[CH:13]3)(=[O:9])=[O:8])[CH:2]=[CH:3][CH:4]=[CH:5][CH:6]=1. Reactant: [C:1]1([S:7]([C:10]2[CH:11]=[C:12]3[C:17](=[CH:18][CH:19]=2)[C:16]([CH2:20][NH2:21])=[CH:15][CH:14]=[CH:13]3)(=[O:9])=[O:8])[CH:6]=[CH:5][CH:4]=[CH:3][CH:2]=1.Cl.[N:23]1([C:28](N)=[NH:29])C=CC=N1.C(N(CC)C(C)C)C.O. (2) Reactant: [F:1][C:2]([F:47])([F:46])[C:3]1[CH:4]=[C:5]([CH:39]=[C:40]([C:42]([F:45])([F:44])[F:43])[CH:41]=1)[CH2:6][N:7]([CH2:37][CH3:38])[C:8]1[CH:32]=[CH:31][C:30]([C:33]([F:36])([F:35])[F:34])=[CH:29][C:9]=1[CH2:10][NH:11][C:12]1[N:17]=[CH:16][C:15]([O:18][CH2:19][CH2:20][CH2:21][C:22]([O:24]C(C)(C)C)=[O:23])=[CH:14][N:13]=1.Cl.C(=O)(O)[O-].[Na+].C(O)(=O)CC(CC(O)=O)(C(O)=O)O. Product: [F:45][C:42]([F:43])([F:44])[C:40]1[CH:39]=[C:5]([CH:4]=[C:3]([C:2]([F:1])([F:46])[F:47])[CH:41]=1)[CH2:6][N:7]([CH2:37][CH3:38])[C:8]1[CH:32]=[CH:31][C:30]([C:33]([F:35])([F:36])[F:34])=[CH:29][C:9]=1[CH2:10][NH:11][C:12]1[N:13]=[CH:14][C:15]([O:18][CH2:19][CH2:20][CH2:21][C:22]([OH:24])=[O:23])=[CH:16][N:17]=1. The catalyst class is: 12. (3) Reactant: [O:1]1[CH:5]=[CH:4][CH:3]=[C:2]1[CH2:6][O:7][C:8]1[CH:13]=[CH:12][N:11]([CH2:14][CH2:15][C:16]2[CH:21]=[CH:20][C:19]([CH2:22]O)=[CH:18][CH:17]=2)[C:10](=[O:24])[CH:9]=1.P(Br)(Br)[Br:26]. Product: [Br:26][CH2:22][C:19]1[CH:20]=[CH:21][C:16]([CH2:15][CH2:14][N:11]2[CH:12]=[CH:13][C:8]([O:7][CH2:6][C:2]3[O:1][CH:5]=[CH:4][CH:3]=3)=[CH:9][C:10]2=[O:24])=[CH:17][CH:18]=1. The catalyst class is: 326.